Dataset: Catalyst prediction with 721,799 reactions and 888 catalyst types from USPTO. Task: Predict which catalyst facilitates the given reaction. Product: [CH3:1][O:2][C:3](=[O:21])[C:4]1[CH:9]=[CH:8][CH:7]=[C:6]([NH:10][C:11]2[N:19]=[C:18]([Cl:20])[N:17]=[C:16]3[C:12]=2[N:13]=[CH:14][N:15]3[CH2:33][CH3:34])[CH:5]=1. Reactant: [CH3:1][O:2][C:3](=[O:21])[C:4]1[CH:9]=[CH:8][CH:7]=[C:6]([NH:10][C:11]2[N:19]=[C:18]([Cl:20])[N:17]=[C:16]3[C:12]=2[N:13]=[CH:14][NH:15]3)[CH:5]=1.C([O-])([O-])=O.[K+].[K+].CN(C=O)C.[CH2:33](I)[CH3:34]. The catalyst class is: 238.